Predict the reactants needed to synthesize the given product. From a dataset of Full USPTO retrosynthesis dataset with 1.9M reactions from patents (1976-2016). Given the product [CH:18]1([N:15]2[CH2:16][CH2:17][CH:13]([CH2:12][C:6]3[CH:5]=[CH:4][C:3]4[C:8](=[CH:9][CH:10]=[CH:11][C:2]=4[C:30]4[CH:29]=[CH:28][N:27]=[C:26]([F:25])[CH:31]=4)[CH:7]=3)[C:14]2=[O:24])[CH2:23][CH2:22][CH2:21][CH2:20][CH2:19]1, predict the reactants needed to synthesize it. The reactants are: Br[C:2]1[CH:11]=[CH:10][CH:9]=[C:8]2[C:3]=1[CH:4]=[CH:5][C:6]([CH2:12][CH:13]1[CH2:17][CH2:16][N:15]([CH:18]3[CH2:23][CH2:22][CH2:21][CH2:20][CH2:19]3)[C:14]1=[O:24])=[CH:7]2.[F:25][C:26]1[CH:31]=[C:30](B(O)O)[CH:29]=[CH:28][N:27]=1.[Li+].[Cl-].C([O-])([O-])=O.[Na+].[Na+].